This data is from NCI-60 drug combinations with 297,098 pairs across 59 cell lines. The task is: Regression. Given two drug SMILES strings and cell line genomic features, predict the synergy score measuring deviation from expected non-interaction effect. (1) Drug 1: CC1=C2C(C(=O)C3(C(CC4C(C3C(C(C2(C)C)(CC1OC(=O)C(C(C5=CC=CC=C5)NC(=O)C6=CC=CC=C6)O)O)OC(=O)C7=CC=CC=C7)(CO4)OC(=O)C)O)C)OC(=O)C. Drug 2: CCC1=C2CN3C(=CC4=C(C3=O)COC(=O)C4(CC)O)C2=NC5=C1C=C(C=C5)O. Cell line: U251. Synergy scores: CSS=66.4, Synergy_ZIP=-1.41, Synergy_Bliss=-3.95, Synergy_Loewe=-2.79, Synergy_HSA=-1.32. (2) Drug 1: CCCCCOC(=O)NC1=NC(=O)N(C=C1F)C2C(C(C(O2)C)O)O. Drug 2: C1CN1C2=NC(=NC(=N2)N3CC3)N4CC4. Cell line: MCF7. Synergy scores: CSS=9.78, Synergy_ZIP=3.20, Synergy_Bliss=4.14, Synergy_Loewe=-16.4, Synergy_HSA=-4.61. (3) Drug 1: C1CCC(C1)C(CC#N)N2C=C(C=N2)C3=C4C=CNC4=NC=N3. Drug 2: C1=CC(=C2C(=C1NCCNCCO)C(=O)C3=C(C=CC(=C3C2=O)O)O)NCCNCCO. Cell line: HOP-92. Synergy scores: CSS=28.2, Synergy_ZIP=-4.83, Synergy_Bliss=-6.59, Synergy_Loewe=-23.8, Synergy_HSA=-5.22.